From a dataset of Forward reaction prediction with 1.9M reactions from USPTO patents (1976-2016). Predict the product of the given reaction. (1) Given the reactants [CH3:1][CH:2]([CH3:38])[C@H:3]([N:8]1[CH2:16][C:15]2[C:10](=[CH:11][C:12]([C:17]3[CH:22]=[CH:21][C:20]([NH:23][C:24](C4SC(C5C=CC=CC=5)=CN=4)=[O:25])=[CH:19][CH:18]=3)=[CH:13][CH:14]=2)[C:9]1=[O:37])[C:4]([O:6][CH3:7])=[O:5].NC1C=CC(C2C=C3C(CN([C@@H](C(C)C)C(OC)=O)C3=O)=CC=2)=CC=1.[C:64]([C:66]([C:69]1[CH:78]=[CH:77][C:72](C(OC)=O)=[CH:71][CH:70]=1)([CH3:68])[CH3:67])#[N:65], predict the reaction product. The product is: [C:64]([C:66]([C:69]1[CH:78]=[CH:77][C:72]([C:24]([NH:23][C:20]2[CH:19]=[CH:18][C:17]([C:12]3[CH:11]=[C:10]4[C:15]([CH2:16][N:8]([C@@H:3]([CH:2]([CH3:1])[CH3:38])[C:4]([O:6][CH3:7])=[O:5])[C:9]4=[O:37])=[CH:14][CH:13]=3)=[CH:22][CH:21]=2)=[O:25])=[CH:71][CH:70]=1)([CH3:68])[CH3:67])#[N:65]. (2) Given the reactants Cl.C(OC(=O)[NH:8][C:9]1[N:10]=[C:11]2[CH:16]=[CH:15][CH:14]=[C:13]([CH3:17])[N:12]2[C:18]=1[C:19]1[CH:24]=[CH:23][CH:22]=[C:21]([C:25]([F:28])([F:27])[F:26])[CH:20]=1)(C)(C)C.C(OCC)(=O)C, predict the reaction product. The product is: [CH3:17][C:13]1[N:12]2[C:18]([C:19]3[CH:24]=[CH:23][CH:22]=[C:21]([C:25]([F:28])([F:26])[F:27])[CH:20]=3)=[C:9]([NH2:8])[N:10]=[C:11]2[CH:16]=[CH:15][CH:14]=1.